Task: Predict the product of the given reaction.. Dataset: Forward reaction prediction with 1.9M reactions from USPTO patents (1976-2016) (1) Given the reactants Cl[CH2:2][CH2:3][CH2:4][Si:5]([O:12][CH2:13][CH3:14])([O:9][CH2:10][CH3:11])[O:6][CH2:7][CH3:8].[N-:15]=[N+:16]=[N-:17].[Na+], predict the reaction product. The product is: [N:15]([CH2:2][CH2:3][CH2:4][Si:5]([O:12][CH2:13][CH3:14])([O:9][CH2:10][CH3:11])[O:6][CH2:7][CH3:8])=[N+:16]=[N-:17]. (2) Given the reactants [CH3:1][O:2][C:3](=[O:17])[C:4]1[CH:9]=[CH:8][CH:7]=[C:6]([O:10][CH:11]2[CH2:16][CH2:15][NH:14][CH2:13][CH2:12]2)[CH:5]=1.CCN(CC)CC.I[CH:26]([CH3:28])[CH3:27], predict the reaction product. The product is: [CH3:1][O:2][C:3](=[O:17])[C:4]1[CH:9]=[CH:8][CH:7]=[C:6]([O:10][CH:11]2[CH2:16][CH2:15][N:14]([CH:26]([CH3:28])[CH3:27])[CH2:13][CH2:12]2)[CH:5]=1. (3) Given the reactants C([N:8]1[CH2:13][CH2:12][N:11]([C:14]2([C:17]3[CH:22]=[CH:21][CH:20]=[CH:19][N:18]=3)[CH2:16][CH2:15]2)[CH2:10][CH2:9]1)C1C=CC=CC=1.[Cl:23]C(OCCl)=O.CO, predict the reaction product. The product is: [N:18]1[CH:19]=[CH:20][CH:21]=[CH:22][C:17]=1[C:14]1([N:11]2[CH2:12][CH2:13][NH:8][CH2:9][CH2:10]2)[CH2:16][CH2:15]1.[ClH:23]. (4) Given the reactants [CH3:1][O:2][C:3](=[O:31])[CH:4]([CH2:18][CH2:19][O:20][CH2:21][CH2:22][NH:23]C(OC(C)(C)C)=O)[C:5]1[C:13]2[C:8](=[CH:9][CH:10]=[CH:11][CH:12]=2)[N:7]([C:14]([O:16][CH3:17])=[O:15])[CH:6]=1.FC(F)(F)C(O)=O.C(=O)(O)[O-].[Na+], predict the reaction product. The product is: [CH3:1][O:2][C:3](=[O:31])[CH:4]([CH2:18][CH2:19][O:20][CH2:21][CH2:22][NH2:23])[C:5]1[C:13]2[C:8](=[CH:9][CH:10]=[CH:11][CH:12]=2)[N:7]([C:14]([O:16][CH3:17])=[O:15])[CH:6]=1. (5) The product is: [Cl:1][C:2]1[C:9]([CH3:10])=[C:8]([CH:19]=[O:20])[CH:7]=[CH:6][C:3]=1[C:4]#[N:5]. Given the reactants [Cl:1][C:2]1[C:9]([CH3:10])=[C:8](I)[CH:7]=[CH:6][C:3]=1[C:4]#[N:5].C([Mg]Cl)(C)C.C1C[O:20][CH2:19]C1.CN(C=O)C.Cl, predict the reaction product. (6) Given the reactants C([O:3][C:4](=[O:32])[C@@H:5]([O:29][CH2:30][CH3:31])[CH2:6][C:7]1[CH:12]=[CH:11][C:10]([O:13][CH2:14][C:15]2[S:16][C:17]([C:21]3[CH:26]=[CH:25][CH:24]=[C:23]([O:27][CH3:28])[CH:22]=3)=[CH:18][C:19]=2[CH3:20])=[CH:9][CH:8]=1)C.O1CCCC1.[OH-].[Na+], predict the reaction product. The product is: [CH2:30]([O:29][C@@H:5]([CH2:6][C:7]1[CH:12]=[CH:11][C:10]([O:13][CH2:14][C:15]2[S:16][C:17]([C:21]3[CH:26]=[CH:25][CH:24]=[C:23]([O:27][CH3:28])[CH:22]=3)=[CH:18][C:19]=2[CH3:20])=[CH:9][CH:8]=1)[C:4]([OH:32])=[O:3])[CH3:31]. (7) The product is: [Cl:1][C:2]1[CH:3]=[C:4]([NH:9][C:10]2[C:19]3[C:14](=[CH:15][C:16]([O:35][CH3:36])=[C:17]([O:20][C@H:21]4[CH2:22][CH2:23][C@@H:24]([NH2:27])[CH2:25][CH2:26]4)[CH:18]=3)[N:13]=[CH:12][N:11]=2)[CH:5]=[CH:6][C:7]=1[F:8]. Given the reactants [Cl:1][C:2]1[CH:3]=[C:4]([NH:9][C:10]2[C:19]3[C:14](=[CH:15][C:16]([O:35][CH3:36])=[C:17]([O:20][C@H:21]4[CH2:26][CH2:25][C@@H:24]([NH:27]C(OC(C)(C)C)=O)[CH2:23][CH2:22]4)[CH:18]=3)[N:13]=[CH:12][N:11]=2)[CH:5]=[CH:6][C:7]=1[F:8].FC(F)(F)C(O)=O, predict the reaction product. (8) Given the reactants [OH:1][C:2]1[CH:10]=[CH:9][C:5]2[O:6][CH2:7][O:8][C:4]=2[C:3]=1[CH:11]=[O:12].[Br:13]Br, predict the reaction product. The product is: [Br:13][C:10]1[C:2]([OH:1])=[C:3]([CH:11]=[O:12])[C:4]2[O:8][CH2:7][O:6][C:5]=2[CH:9]=1. (9) Given the reactants [NH:1]1[C@@H:9]2[C@@H:4]([CH2:5][CH2:6][CH2:7][CH2:8]2)[CH2:3][C@@H:2]1[C:10]([OH:12])=[O:11].[OH-].[Na+].[C:15](O[C:15]([O:17][C:18]([CH3:21])([CH3:20])[CH3:19])=[O:16])([O:17][C:18]([CH3:21])([CH3:20])[CH3:19])=[O:16], predict the reaction product. The product is: [C:18]([O:17][C:15]([N:1]1[C@@H:9]2[C@@H:4]([CH2:5][CH2:6][CH2:7][CH2:8]2)[CH2:3][C@@H:2]1[C:10]([OH:12])=[O:11])=[O:16])([CH3:21])([CH3:20])[CH3:19]. (10) Given the reactants [Br:1][C:2]1[CH:10]=[CH:9][C:8]([F:11])=[CH:7][C:3]=1[C:4]([NH2:6])=[O:5].CO[C:14](OC)([N:16]([CH3:18])[CH3:17])[CH3:15], predict the reaction product. The product is: [Br:1][C:2]1[CH:10]=[CH:9][C:8]([F:11])=[CH:7][C:3]=1[C:4]([N:6]=[C:14]([N:16]([CH3:18])[CH3:17])[CH3:15])=[O:5].